This data is from Catalyst prediction with 721,799 reactions and 888 catalyst types from USPTO. The task is: Predict which catalyst facilitates the given reaction. (1) Reactant: [CH2:1]([O:4][C:5]([C:7]1[CH:29]=[CH:28][C:10]2[N:11]([CH:15]3[CH2:20][CH2:19][N:18](C(OC(C)(C)C)=O)[CH2:17][CH2:16]3)[C:12](=[O:14])[NH:13][C:9]=2[CH:8]=1)=[O:6])[CH:2]=[CH2:3].[ClH:30]. Product: [ClH:30].[ClH:30].[CH2:1]([O:4][C:5]([C:7]1[CH:29]=[CH:28][C:10]2[N:11]([CH:15]3[CH2:16][CH2:17][NH:18][CH2:19][CH2:20]3)[C:12](=[O:14])[NH:13][C:9]=2[CH:8]=1)=[O:6])[CH:2]=[CH2:3]. The catalyst class is: 12. (2) Reactant: [CH3:1][O:2][C:3](=[O:22])[C:4]([CH3:21])([N+:18]([O-])=O)[CH2:5][C:6]1[C:14]2[C:9](=[CH:10][CH:11]=[C:12]([O:15][CH2:16][CH3:17])[CH:13]=2)[NH:8][CH:7]=1. The catalyst class is: 5. Product: [CH3:1][O:2][C:3](=[O:22])[C:4]([NH2:18])([CH3:21])[CH2:5][C:6]1[C:14]2[C:9](=[CH:10][CH:11]=[C:12]([O:15][CH2:16][CH3:17])[CH:13]=2)[NH:8][CH:7]=1. (3) Reactant: [CH:1]1([CH2:4][O:5][C:6]2[CH:11]=[CH:10][C:9]([C:12]3[O:13][C:14]4[CH:20]=[C:19]([OH:21])[CH:18]=[CH:17][C:15]=4[N:16]=3)=[CH:8][C:7]=2[F:22])[CH2:3][CH2:2]1.O[CH2:24][C@@H:25]([NH:27][C:28](=[O:34])[O:29][C:30]([CH3:33])([CH3:32])[CH3:31])[CH3:26].C1(P(C2C=CC=CC=2)C2C=CC=CC=2)C=CC=CC=1.C1(C)C=CC=CC=1.N(C(OC(C)C)=O)=NC(OC(C)C)=O. Product: [CH:1]1([CH2:4][O:5][C:6]2[CH:11]=[CH:10][C:9]([C:12]3[O:13][C:14]4[CH:20]=[C:19]([O:21][CH2:26][C@@H:25]([NH:27][C:28](=[O:34])[O:29][C:30]([CH3:31])([CH3:33])[CH3:32])[CH3:24])[CH:18]=[CH:17][C:15]=4[N:16]=3)=[CH:8][C:7]=2[F:22])[CH2:2][CH2:3]1. The catalyst class is: 1. (4) Reactant: Cl[C:2]1[CH:3]=[C:4]([NH:13][C:14]2[CH:19]=[CH:18][C:17]([O:20][CH2:21][CH3:22])=[CH:16][CH:15]=2)[C:5]2[N:6]([C:8]([CH3:12])=[C:9]([CH3:11])[N:10]=2)[N:7]=1.[NH2:23][C@H:24]1[CH2:29][CH2:28][C@H:27]([NH2:30])[CH2:26][CH2:25]1. Product: [NH2:23][C@H:24]1[CH2:29][CH2:28][C@H:27]([NH:30][C:2]2[CH:3]=[C:4]([NH:13][C:14]3[CH:19]=[CH:18][C:17]([O:20][CH2:21][CH3:22])=[CH:16][CH:15]=3)[C:5]3[N:6]([C:8]([CH3:12])=[C:9]([CH3:11])[N:10]=3)[N:7]=2)[CH2:26][CH2:25]1. The catalyst class is: 6. (5) Reactant: [N:1]1[C:6]2=[N:7][N:8]3[CH:13]=[CH:12][CH:11]=[CH:10][C:9]3=[C:5]2[C:4]([NH2:14])=[N:3][CH:2]=1.[N:15]([C:18]1[CH:23]=[CH:22][CH:21]=[C:20]([C:24]([F:27])([F:26])[F:25])[CH:19]=1)=[C:16]=[O:17]. The catalyst class is: 10. Product: [N:1]1[C:6]2=[N:7][N:8]3[CH:13]=[CH:12][CH:11]=[CH:10][C:9]3=[C:5]2[C:4]([NH:14][C:16]([NH:15][C:18]2[CH:23]=[CH:22][CH:21]=[C:20]([C:24]([F:25])([F:26])[F:27])[CH:19]=2)=[O:17])=[N:3][CH:2]=1.